Dataset: Forward reaction prediction with 1.9M reactions from USPTO patents (1976-2016). Task: Predict the product of the given reaction. (1) Given the reactants [CH:1]1([C:7]2[NH:8][CH:9]=[C:10]([C:12](N(OC)C)=[O:13])[N:11]=2)[CH2:6][CH2:5][CH2:4][CH2:3][CH2:2]1.[CH2:18](OCC)C.C[Mg]Br.C(=O)([O-])O.[Na+], predict the reaction product. The product is: [CH:1]1([C:7]2[NH:8][CH:9]=[C:10]([C:12](=[O:13])[CH3:18])[N:11]=2)[CH2:2][CH2:3][CH2:4][CH2:5][CH2:6]1. (2) Given the reactants [ClH:1].[CH3:2][N:3]1[CH2:8][CH2:7][N:6]([CH2:9][CH2:10][CH2:11][OH:12])[CH2:5][CH2:4]1.[Cl:13][C:14](OC(Cl)(Cl)Cl)=[O:15], predict the reaction product. The product is: [ClH:13].[ClH:1].[Cl:13][C:14]([O:12][CH2:11][CH2:10][CH2:9][N:6]1[CH2:7][CH2:8][N:3]([CH3:2])[CH2:4][CH2:5]1)=[O:15]. (3) Given the reactants Cl.[C:2]1([CH3:10])[CH:7]=[CH:6][C:5]([NH:8]N)=[CH:4][CH:3]=1.[F:11][C:12]1[CH:17]=[CH:16][C:15]([CH2:18][CH:19]=O)=[CH:14][CH:13]=1.[OH-].[K+], predict the reaction product. The product is: [F:11][C:12]1[CH:17]=[CH:16][C:15]([C:18]2[C:6]3[C:5](=[CH:4][CH:3]=[C:2]([CH3:10])[CH:7]=3)[NH:8][CH:19]=2)=[CH:14][CH:13]=1. (4) Given the reactants [Cl:1][C:2]1[CH:7]=[C:6]([F:8])[CH:5]=[CH:4][C:3]=1[C:9]1[CH2:10][CH2:11][N:12](C(OC(C)(C)C)=O)[CH2:13][CH:14]=1.C(NCC)C.CCCCCC.C([OH:35])C, predict the reaction product. The product is: [Cl:1][C:2]1[CH:7]=[C:6]([F:8])[CH:5]=[CH:4][C:3]=1[C@H:9]1[CH2:10][CH2:11][NH:12][CH2:13][C@@H:14]1[OH:35].